From a dataset of Catalyst prediction with 721,799 reactions and 888 catalyst types from USPTO. Predict which catalyst facilitates the given reaction. Reactant: [CH:1]([O:4][C:5]1[CH:10]=[CH:9][C:8]([CH2:11][CH2:12][CH2:13][OH:14])=[C:7]([O:15][CH2:16][C:17]2[CH:22]=[CH:21][C:20]([C:23]([F:26])([F:25])[F:24])=[CH:19][CH:18]=2)[CH:6]=1)([CH3:3])[CH3:2].[CH2:27]([N:29]1[C:33]([CH2:34][CH2:35][C:36]([O:38]CC)=[O:37])=[CH:32][C:31](O)=[N:30]1)[CH3:28].C(P(CCCC)CCCC)CCC.N(C(N1CCCCC1)=O)=NC(N1CCCCC1)=O.O1CCCC1CO.[OH-].[Na+].Cl. Product: [CH2:27]([N:29]1[C:33]([CH2:34][CH2:35][C:36]([OH:38])=[O:37])=[CH:32][C:31]([O:14][CH2:13][CH2:12][CH2:11][C:8]2[CH:9]=[CH:10][C:5]([O:4][CH:1]([CH3:3])[CH3:2])=[CH:6][C:7]=2[O:15][CH2:16][C:17]2[CH:18]=[CH:19][C:20]([C:23]([F:24])([F:25])[F:26])=[CH:21][CH:22]=2)=[N:30]1)[CH3:28]. The catalyst class is: 7.